Dataset: Catalyst prediction with 721,799 reactions and 888 catalyst types from USPTO. Task: Predict which catalyst facilitates the given reaction. (1) Reactant: [C:1]1([C:7]2[S:8][CH:9]=[CH:10][C:11]=2[NH:12][C:13](=[O:24])[O:14][CH2:15][CH:16]2[CH:21]3[CH2:22][CH2:23][N:18]([CH2:19][CH2:20]3)[CH2:17]2)[CH:6]=[CH:5][CH:4]=[CH:3][CH:2]=1.[I:25][CH3:26]. Product: [I-:25].[CH3:26][N+:18]12[CH2:19][CH2:20][CH:21]([CH2:22][CH2:23]1)[CH:16]([CH2:15][O:14][C:13](=[O:24])[NH:12][C:11]1[CH:10]=[CH:9][S:8][C:7]=1[C:1]1[CH:6]=[CH:5][CH:4]=[CH:3][CH:2]=1)[CH2:17]2. The catalyst class is: 25. (2) Reactant: [CH2:1]([N:3]1[C:11]2[C:10](=[O:12])[CH2:9][C:8]([CH3:14])([CH3:13])[CH2:7][C:6]=2[C:5]([C:15]([OH:17])=O)=[N:4]1)[CH3:2].C(Cl)(=O)C(Cl)=O.[N:24]1[C:32]([NH2:33])=[C:31]2[C:27]([NH:28][CH:29]=[N:30]2)=[N:26][CH:25]=1.C([O-])(O)=O.[Na+]. Product: [CH2:1]([N:3]1[C:11]2[C:10](=[O:12])[CH2:9][C:8]([CH3:13])([CH3:14])[CH2:7][C:6]=2[C:5]([C:15]([NH:33][C:32]2[N:24]=[CH:25][N:26]=[C:27]3[C:31]=2[N:30]=[CH:29][NH:28]3)=[O:17])=[N:4]1)[CH3:2]. The catalyst class is: 85. (3) Reactant: [CH2:1]([N:8]([S:18]([C:21]1[N:22]=[CH:23][N:24]([CH3:26])[CH:25]=1)(=[O:20])=[O:19])[C:9]1[CH:10]=[C:11]([CH:15]=[CH:16][CH:17]=1)[C:12](O)=[O:13])[C:2]1[CH:7]=[CH:6][CH:5]=[CH:4][CH:3]=1.CN(C(ON1N=NC2C=CC=NC1=2)=[N+](C)C)C.F[P-](F)(F)(F)(F)F.C(N(C(C)C)CC)(C)C.[CH2:60]([NH2:67])[C:61]1[CH:66]=[CH:65][CH:64]=[CH:63][CH:62]=1. Product: [CH2:60]([NH:67][C:12](=[O:13])[C:11]1[CH:15]=[CH:16][CH:17]=[C:9]([N:8]([CH2:1][C:2]2[CH:3]=[CH:4][CH:5]=[CH:6][CH:7]=2)[S:18]([C:21]2[N:22]=[CH:23][N:24]([CH3:26])[CH:25]=2)(=[O:20])=[O:19])[CH:10]=1)[C:61]1[CH:66]=[CH:65][CH:64]=[CH:63][CH:62]=1. The catalyst class is: 10. (4) Reactant: [F:1][C:2]([F:17])([F:16])[CH2:3][N:4]1[C:13](=[O:14])[C:12]2[C:7](=[CH:8][CH:9]=[CH:10][CH:11]=2)[NH:6][C:5]1=[O:15].CC(N=P(N1CCCC1)(N1CCCC1)N1CCCC1)(C)C.[C:39]([O:43][C:44](=[O:65])[NH:45][CH2:46][C:47]1[CH:64]=[CH:63][C:50]2[N:51]([CH2:56][CH2:57][CH2:58][S:59]([CH3:62])(=[O:61])=[O:60])[C:52]([CH2:54]Cl)=[N:53][C:49]=2[CH:48]=1)([CH3:42])([CH3:41])[CH3:40]. Product: [C:39]([O:43][C:44](=[O:65])[NH:45][CH2:46][C:47]1[CH:64]=[CH:63][C:50]2[N:51]([CH2:56][CH2:57][CH2:58][S:59]([CH3:62])(=[O:60])=[O:61])[C:52]([CH2:54][N:6]3[C:7]4[C:12](=[CH:11][CH:10]=[CH:9][CH:8]=4)[C:13](=[O:14])[N:4]([CH2:3][C:2]([F:1])([F:16])[F:17])[C:5]3=[O:15])=[N:53][C:49]=2[CH:48]=1)([CH3:42])([CH3:40])[CH3:41]. The catalyst class is: 1. (5) Reactant: [NH2:1][C:2]1[CH:20]=[CH:19][C:5]([O:6][C:7]2[CH:12]=[CH:11][N:10]=[C:9]([NH:13][C:14](=O)[CH2:15][CH2:16][CH3:17])[CH:8]=2)=[CH:4][CH:3]=1.[H-].[Al+3].[Li+].[H-].[H-].[H-].O. The catalyst class is: 7. Product: [NH2:1][C:2]1[CH:20]=[CH:19][C:5]([O:6][C:7]2[CH:12]=[CH:11][N:10]=[C:9]([NH:13][CH2:14][CH2:15][CH2:16][CH3:17])[CH:8]=2)=[CH:4][CH:3]=1. (6) Reactant: [C:1]([C:3]([C:6]1[CH:7]=[C:8]([CH:35]=[CH:36][CH:37]=1)[C:9]([NH:11][C:12]1[CH:17]=[CH:16][CH:15]=[C:14]([O:18][C:19]2[CH:20]=[CH:21][C:22]3[N:23]([CH:25]=[C:26]([NH:28]C(=O)C(F)(F)F)[N:27]=3)[CH:24]=2)[CH:13]=1)=[O:10])([CH3:5])[CH3:4])#[N:2].[OH-].[Na+].O. Product: [NH2:28][C:26]1[N:27]=[C:22]2[CH:21]=[CH:20][C:19]([O:18][C:14]3[CH:13]=[C:12]([NH:11][C:9](=[O:10])[C:8]4[CH:35]=[CH:36][CH:37]=[C:6]([C:3]([C:1]#[N:2])([CH3:5])[CH3:4])[CH:7]=4)[CH:17]=[CH:16][CH:15]=3)=[CH:24][N:23]2[CH:25]=1. The catalyst class is: 8.